Dataset: Catalyst prediction with 721,799 reactions and 888 catalyst types from USPTO. Task: Predict which catalyst facilitates the given reaction. (1) Product: [NH2:18][C:17]1[N:34]([C:32]2[CH:33]=[C:28]([O:27][CH2:20][C:21]3[CH:26]=[CH:25][CH:24]=[CH:23][CH:22]=3)[CH:29]=[CH:30][C:31]=2[CH3:36])[N:35]=[C:2]2[C:11]3[CH:10]=[C:9]([O:12][CH3:13])[C:8]([O:14][CH3:15])=[CH:7][C:6]=3[NH:5][C:4](=[O:16])[C:3]=12. The catalyst class is: 8. Reactant: Cl[C:2]1[C:11]2[C:6](=[CH:7][C:8]([O:14][CH3:15])=[C:9]([O:12][CH3:13])[CH:10]=2)[NH:5][C:4](=[O:16])[C:3]=1[C:17]#[N:18].Cl.[CH2:20]([O:27][C:28]1[CH:29]=[CH:30][C:31]([CH3:36])=[C:32]([NH:34][NH2:35])[CH:33]=1)[C:21]1[CH:26]=[CH:25][CH:24]=[CH:23][CH:22]=1.C(N(CC)CC)C.C(O)(=O)CC(CC(O)=O)(C(O)=O)O. (2) Product: [N+:2]([C:5]1[CH:11]=[CH:10][C:8]([O:9][CH2:14][CH2:15][N:16]2[CH2:20][CH2:19][CH2:18][CH2:17]2)=[CH:7][CH:6]=1)([O-:4])=[O:3]. The catalyst class is: 69. Reactant: [Na+].[N+:2]([C:5]1[CH:11]=[CH:10][C:8]([O-:9])=[CH:7][CH:6]=1)([O-:4])=[O:3].Cl.Cl[CH2:14][CH2:15][N:16]1[CH2:20][CH2:19][CH2:18][CH2:17]1.C(=O)([O-])[O-].[K+].[K+]. (3) Reactant: CN(C=[O:5])C.[H-].[Na+].O[CH2:9][CH2:10][C:11]1[N:12]([CH2:16][CH2:17][CH2:18][CH2:19][C:20]2[CH:25]=[CH:24][C:23]([OH:26])=[CH:22][CH:21]=2)[CH:13]=[CH:14][N:15]=1.[F:27][C:28]([F:45])([F:44])[C:29]1[CH:34]=[CH:33][C:32](/[CH:35]=[CH:36]/[C:37]2[O:38][CH:39]=[C:40]([CH2:42]Cl)[N:41]=2)=[CH:31][CH:30]=1. Product: [F:27][C:28]([F:45])([F:44])[C:29]1[CH:34]=[CH:33][C:32](/[CH:35]=[CH:36]/[C:37]2[O:38][CH:39]=[C:40]([CH2:42][O:26][C:23]3[CH:22]=[CH:21][C:20]([CH2:19][CH2:18][CH2:17][CH2:16][N:12]4[CH:13]=[CH:14][N:15]=[C:11]4[CH:10]([OH:5])[CH3:9])=[CH:25][CH:24]=3)[N:41]=2)=[CH:31][CH:30]=1. The catalyst class is: 6. (4) Reactant: [CH3:1][C:2]1[CH:7]=[CH:6][C:5]([S:8]([N:11]2[CH:15]=[C:14]([CH:16]=O)[N:13]=[C:12]2[C:18]2[CH:23]=[CH:22][CH:21]=[CH:20][CH:19]=2)(=[O:10])=[O:9])=[CH:4][CH:3]=1.[Cl-].[CH3:25][NH3+:26].[BH4-].[Na+].[C:29](=O)([O-])O.[Na+]. Product: [CH3:25][N:26]([CH3:29])[CH2:16][C:14]1[N:13]=[C:12]([C:18]2[CH:19]=[CH:20][CH:21]=[CH:22][CH:23]=2)[N:11]([S:8]([C:5]2[CH:4]=[CH:3][C:2]([CH3:1])=[CH:7][CH:6]=2)(=[O:9])=[O:10])[CH:15]=1. The catalyst class is: 8. (5) The catalyst class is: 9. Reactant: NC1[N:10]=[CH:9][N:8]=[C:7]2[C:3]=1[N:4]=[CH:5][N:6]2[CH2:11][C:12]1([O:15][CH2:16][P:17](=[O:20])([OH:19])[OH:18])[CH2:14][CH2:13]1.C1([NH:27]C(N2CCOCC2)=NC2CCCCC2)CCCCC1.C(OCCl)(=O)C(C)(C)C.CO.Cl[CH2:54][Cl:55]. Product: [NH2:27][C:9]1[N:8]=[C:7]2[C:3]([N:4]=[CH:5][N:6]2[CH2:11][C:12]2([O:15][CH2:16][P:17](=[O:20])([OH:18])[OH:19])[CH2:13][CH2:14]2)=[C:54]([Cl:55])[N:10]=1.